Task: Predict the reaction yield, written as a fraction of the theoretical maximum amount of product (1.0 means a 100% yield; for example, 0.34 means a 34% yield).. Dataset: Reaction yield outcomes from USPTO patents with 853,638 reactions The reactants are [H-].[Na+].[C:3]([CH2:5]P(=O)(OCC)OCC)#[N:4].[CH2:14]([N:18]([CH2:31][CH2:32][CH2:33][CH3:34])[C:19]1[CH:24]=[CH:23][C:22]([CH:25]=[CH:26][CH:27]=O)=[C:21]([O:29][CH3:30])[CH:20]=1)[CH2:15][CH2:16][CH3:17].O. The catalyst is O1CCCC1. The product is [CH2:14]([N:18]([CH2:31][CH2:32][CH2:33][CH3:34])[C:19]1[CH:24]=[CH:23][C:22]([CH:25]=[CH:26][CH:27]=[CH:5][C:3]#[N:4])=[C:21]([O:29][CH3:30])[CH:20]=1)[CH2:15][CH2:16][CH3:17]. The yield is 0.912.